From a dataset of Reaction yield outcomes from USPTO patents with 853,638 reactions. Predict the reaction yield, written as a fraction of the theoretical maximum amount of product (1.0 means a 100% yield; for example, 0.34 means a 34% yield). (1) The reactants are [Cl:1][C:2]1[CH:30]=[CH:29][C:5]2[NH:6][C:7]([C@@H:9]([NH:13][C:14]([C:16]3[CH:24]=[CH:23][C:19]([C:20]([OH:22])=O)=[C:18]([C:25]([F:28])([F:27])[F:26])[CH:17]=3)=[O:15])[CH2:10][O:11][CH3:12])=[N:8][C:4]=2[CH:3]=1.CN(C(O[N:39]1N=NC2C=[CH:43][CH:44]=[CH:45][C:40]1=2)=[N+](C)C)C.[B-](F)(F)(F)F.C(N(C(C)C)CC)(C)C.N1CCCC1.ClCl. The catalyst is O1CCCC1.ClCCl.CO. The product is [Cl:1][C:2]1[CH:30]=[CH:29][C:5]2[NH:6][C:7]([C@@H:9]([NH:13][C:14](=[O:15])[C:16]3[CH:24]=[CH:23][C:19]([C:20]([N:39]4[CH2:40][CH2:45][CH2:44][CH2:43]4)=[O:22])=[C:18]([C:25]([F:26])([F:28])[F:27])[CH:17]=3)[CH2:10][O:11][CH3:12])=[N:8][C:4]=2[CH:3]=1. The yield is 0.110. (2) The reactants are C(OC([NH:8][CH2:9][CH:10]1[CH2:15][CH2:14][N:13]([C:16]2[N:20]([CH3:21])[N:19]=[CH:18][C:17]=2[NH:22][C:23]([C:25]2[N:26]=[C:27](Br)[S:28][C:29]=2[NH:30]C(=O)OC(C)(C)C)=[O:24])[CH2:12][CH2:11]1)=O)CCC.[CH3:39][O:40][C:41]1[CH:42]=[C:43](B(O)O)[CH:44]=[CH:45][CH:46]=1. No catalyst specified. The product is [NH2:30][C:29]1[S:28][C:27]([C:45]2[CH:44]=[CH:43][CH:42]=[C:41]([O:40][CH3:39])[CH:46]=2)=[N:26][C:25]=1[C:23]([NH:22][C:17]1[CH:18]=[N:19][N:20]([CH3:21])[C:16]=1[N:13]1[CH2:14][CH2:15][CH:10]([CH2:9][NH2:8])[CH2:11][CH2:12]1)=[O:24]. The yield is 0.170.